This data is from NCI-60 drug combinations with 297,098 pairs across 59 cell lines. The task is: Regression. Given two drug SMILES strings and cell line genomic features, predict the synergy score measuring deviation from expected non-interaction effect. (1) Drug 1: C1=NC2=C(N=C(N=C2N1C3C(C(C(O3)CO)O)O)F)N. Drug 2: CCC1(CC2CC(C3=C(CCN(C2)C1)C4=CC=CC=C4N3)(C5=C(C=C6C(=C5)C78CCN9C7C(C=CC9)(C(C(C8N6C)(C(=O)OC)O)OC(=O)C)CC)OC)C(=O)OC)O.OS(=O)(=O)O. Cell line: T-47D. Synergy scores: CSS=-4.72, Synergy_ZIP=4.46, Synergy_Bliss=2.89, Synergy_Loewe=0.792, Synergy_HSA=-2.95. (2) Drug 1: C1C(C(OC1N2C=C(C(=O)NC2=O)F)CO)O. Drug 2: CN1C2=C(C=C(C=C2)N(CCCl)CCCl)N=C1CCCC(=O)O.Cl. Cell line: HCT116. Synergy scores: CSS=32.2, Synergy_ZIP=-4.44, Synergy_Bliss=-1.57, Synergy_Loewe=-20.9, Synergy_HSA=-2.12.